This data is from Catalyst prediction with 721,799 reactions and 888 catalyst types from USPTO. The task is: Predict which catalyst facilitates the given reaction. (1) Reactant: [F:1][C:2]1[CH:7]=[CH:6][C:5]([CH2:8][NH:9][CH:10]2[CH2:15][CH2:14][N:13]([C:16]([O:18][C:19]([CH3:22])([CH3:21])[CH3:20])=[O:17])[CH2:12][CH2:11]2)=[CH:4][CH:3]=1.C(N(C(C)C)CC)(C)C.[CH3:32][O:33][C:34]1[CH:39]=[CH:38][C:37]([CH2:40][C:41](Cl)=[O:42])=[CH:36][CH:35]=1.O. Product: [F:1][C:2]1[CH:3]=[CH:4][C:5]([CH2:8][N:9]([CH:10]2[CH2:15][CH2:14][N:13]([C:16]([O:18][C:19]([CH3:22])([CH3:21])[CH3:20])=[O:17])[CH2:12][CH2:11]2)[C:41](=[O:42])[CH2:40][C:37]2[CH:38]=[CH:39][C:34]([O:33][CH3:32])=[CH:35][CH:36]=2)=[CH:6][CH:7]=1. The catalyst class is: 4. (2) Reactant: [CH3:1][S:2]([N:5]1[CH2:10][CH2:9][O:8][C@H:7]([CH2:11][O:12][C:13]2[C:18]3=[N:19][CH:20]=[CH:21][N:22]=[C:17]3[CH:16]=[C:15]([C:23]3[CH:28]=[CH:27][C:26]([CH:29]4[CH2:34][CH2:33][NH:32][CH2:31][CH2:30]4)=[CH:25][CH:24]=3)[N:14]=2)[CH2:6]1)(=[O:4])=[O:3].[CH3:35][S:36](Cl)(=[O:38])=[O:37]. Product: [CH3:1][S:2]([N:5]1[CH2:10][CH2:9][O:8][C@H:7]([CH2:11][O:12][C:13]2[C:18]3[C:17](=[N:22][CH:21]=[CH:20][N:19]=3)[CH:16]=[C:15]([C:23]3[CH:24]=[CH:25][C:26]([CH:29]4[CH2:34][CH2:33][N:32]([S:36]([CH3:35])(=[O:38])=[O:37])[CH2:31][CH2:30]4)=[CH:27][CH:28]=3)[N:14]=2)[CH2:6]1)(=[O:3])=[O:4]. The catalyst class is: 2. (3) Reactant: [C:1]([C:4]1[CH:5]=[C:6]([C:10]2[N:15]=[C:14]([NH:16][C:17]3[CH:18]=[C:19]4[C:23](=[CH:24][CH:25]=3)[N:22]([C:26]([O:28][C:29]([CH3:32])([CH3:31])[CH3:30])=[O:27])[N:21]=[CH:20]4)[CH:13]=[CH:12][N:11]=2)[CH:7]=[CH:8][CH:9]=1)(=O)[CH3:2].C([O-])(C)=O.[NH4+].[BH3-]C#[N:40].[Na+]. Product: [NH2:40][CH:1]([C:4]1[CH:5]=[C:6]([C:10]2[N:15]=[C:14]([NH:16][C:17]3[CH:18]=[C:19]4[C:23](=[CH:24][CH:25]=3)[N:22]([C:26]([O:28][C:29]([CH3:31])([CH3:30])[CH3:32])=[O:27])[N:21]=[CH:20]4)[CH:13]=[CH:12][N:11]=2)[CH:7]=[CH:8][CH:9]=1)[CH3:2]. The catalyst class is: 5. (4) Reactant: [C:1]([C:5]1[CH:13]=[CH:12][C:8]([C:9]([OH:11])=[O:10])=[CH:7][C:6]=1[O:14][CH3:15])([CH3:4])([CH3:3])[CH3:2].OS(O)(=O)=O.[CH3:21]O. Product: [CH3:21][O:10][C:9](=[O:11])[C:8]1[CH:12]=[CH:13][C:5]([C:1]([CH3:4])([CH3:2])[CH3:3])=[C:6]([O:14][CH3:15])[CH:7]=1. The catalyst class is: 6. (5) Reactant: C[O:2][C:3](=[O:37])[C@@H:4]([NH:24][C:25]([C:27]1[CH:32]=[C:31]([O:33][CH2:34][CH3:35])[CH:30]=[CH:29][C:28]=1[Br:36])=[O:26])[CH2:5][C:6]1[CH:11]=[CH:10][C:9]([C:12]2[C:17]([O:18][CH3:19])=[CH:16][C:15]([C:20]#[N:21])=[CH:14][C:13]=2[O:22][CH3:23])=[CH:8][CH:7]=1.[OH-].[Li+].Cl. Product: [Br:36][C:28]1[CH:29]=[CH:30][C:31]([O:33][CH2:34][CH3:35])=[CH:32][C:27]=1[C:25]([NH:24][C@@H:4]([CH2:5][C:6]1[CH:7]=[CH:8][C:9]([C:12]2[C:13]([O:22][CH3:23])=[CH:14][C:15]([C:20]#[N:21])=[CH:16][C:17]=2[O:18][CH3:19])=[CH:10][CH:11]=1)[C:3]([OH:37])=[O:2])=[O:26]. The catalyst class is: 7. (6) Reactant: C(Cl)(=O)C(Cl)=O.CS(C)=O.[OH:11][CH2:12][CH2:13][CH:14]1[CH2:19][CH2:18][N:17]([C:20]2[CH:29]=[C:28]([C:30]([NH:32][CH2:33][C@H:34]3[CH2:39][CH2:38][C@H:37]([CH2:40][NH:41][C:42](=[O:48])[O:43][C:44]([CH3:47])([CH3:46])[CH3:45])[CH2:36][CH2:35]3)=[O:31])[C:27]3[C:22](=[CH:23][CH:24]=[CH:25][CH:26]=3)[N:21]=2)[CH2:16][CH2:15]1.C(=O)([O-])[O-].[Na+].[Na+]. Product: [O:11]=[CH:12][CH2:13][CH:14]1[CH2:19][CH2:18][N:17]([C:20]2[CH:29]=[C:28]([C:30]([NH:32][CH2:33][C@H:34]3[CH2:39][CH2:38][C@H:37]([CH2:40][NH:41][C:42](=[O:48])[O:43][C:44]([CH3:46])([CH3:45])[CH3:47])[CH2:36][CH2:35]3)=[O:31])[C:27]3[C:22](=[CH:23][CH:24]=[CH:25][CH:26]=3)[N:21]=2)[CH2:16][CH2:15]1. The catalyst class is: 34. (7) Reactant: Br[C:2]1[N:7]=[C:6]([CH2:8][OH:9])[CH:5]=[CH:4][CH:3]=1.[C:10](=[O:13])([O-])[O-].[K+].[K+]. Product: [OH:9][CH2:8][C:6]1[N:7]=[C:2]([N:7]2[CH2:6][CH2:5][CH2:4][C:10]2=[O:13])[CH:3]=[CH:4][CH:5]=1. The catalyst class is: 321.